This data is from Tyrosyl-DNA phosphodiesterase HTS with 341,365 compounds. The task is: Binary Classification. Given a drug SMILES string, predict its activity (active/inactive) in a high-throughput screening assay against a specified biological target. The molecule is Clc1ccc(NNC(=O)c2sccc2)cc1. The result is 0 (inactive).